Dataset: Catalyst prediction with 721,799 reactions and 888 catalyst types from USPTO. Task: Predict which catalyst facilitates the given reaction. (1) The catalyst class is: 710. Product: [CH3:1][O:2][C:3](=[O:20])[C:4]1[CH:9]=[CH:8][C:7]([F:10])=[C:6]([CH2:11][O:12][C:13]2[CH:18]=[CH:17][C:16]([C:25]3[CH:26]=[C:27]([F:28])[C:22]([F:21])=[CH:23][C:24]=3[O:32][CH3:33])=[CH:15][CH:14]=2)[CH:5]=1. Reactant: [CH3:1][O:2][C:3](=[O:20])[C:4]1[CH:9]=[CH:8][C:7]([F:10])=[C:6]([CH2:11][O:12][C:13]2[CH:18]=[CH:17][C:16](I)=[CH:15][CH:14]=2)[CH:5]=1.[F:21][C:22]1[C:27]([F:28])=[CH:26][C:25](B(O)O)=[C:24]([O:32][CH3:33])[CH:23]=1.C(=O)([O-])[O-].[K+].[K+]. (2) Reactant: [OH:1][C:2]1[N:9]=[C:8]([CH3:10])[CH:7]=[CH:6][C:3]=1[C:4]#[N:5].[OH-].[K+].I[CH:14]([CH3:16])[CH3:15]. Product: [CH:14]([O:1][C:2]1[N:9]=[C:8]([CH3:10])[CH:7]=[CH:6][C:3]=1[C:4]#[N:5])([CH3:16])[CH3:15]. The catalyst class is: 14.